Dataset: Experimentally validated miRNA-target interactions with 360,000+ pairs, plus equal number of negative samples. Task: Binary Classification. Given a miRNA mature sequence and a target amino acid sequence, predict their likelihood of interaction. (1) The miRNA is mmu-miR-5110 with sequence GGAGGAGGUAGAGGGUGGUGGAAUU. The protein sequence of the target gene is MVSWGRFICLVLVTMATLSLARPSFSLVEDTTLEPEEPPTKYQISQPEAYVVAPGESLELQCMLKDAAVISWTKDGVHLGPNNRTVLIGEYLQIKGATPRDSGLYACTAARTVDSETWIFMVNVTDAISSGDDEDDTDSSEDVVSENRSNQRAPYWTNTEKMEKRLHACPAANTVKFRCPAGGNPTSTMRWLKNGKEFKQEHRIGGYKVRNQHWSLIMESVVPSDKGNYTCLVENEYGSINHTYHLDVVERSPHRPILQAGLPANASTVVGGDVEFVCKVYSDAQPHIQWIKHVEKNGSK.... Result: 0 (no interaction). (2) The protein sequence of the target gene is MKLWDVVAVCLVLLHTASAFPLPAGKRPPEAPAEDRSLGRRRAPFALSSDSNMPEDYPDQFDDVMDFIQATIKRLKRSPDKQMAVLPRRERNRQAAAANPENSRGKGRRGQRGKNRGCVLTAIHLNVTDLGLGYETKEELIFRYCSGSCDAAETTYDKILKNLSRNRRLVSDKVGQACCRPIAFDDDLSFLDDNLVYHILRKHSAKRCGCI. The miRNA is hsa-miR-33a-3p with sequence CAAUGUUUCCACAGUGCAUCAC. Result: 1 (interaction). (3) Result: 1 (interaction). The protein sequence of the target gene is MCKDYVYDIDIEQIAKEEQGEALKLQASTSTEVSQQQCSVPGLGEKYPTWETTKPELELLGHNPRRRRIASSFTIGLRGLINLGNTCFMNCIVQALTHTPILRDFFLSDRHRCEMPSPELCLVCEMSSLFRELYSGNPSPHVPYKLLHLVWIHARHLAGYRQQDAHEFLIAALDVLHRHCKGDDVGKVASNPNHCNCIIDQIFTGGLQSDVTCQACHGVSTTIDPCWDISLDLPGSCTSFWPMSPGRESSLNGESHIPGITTLTDCLRRFTRPEHLGSSAKIKCGSCQSYQESTKQLTMK.... The miRNA is mmu-miR-466o-3p with sequence UACAUACAUGCACACAUAAGAC. (4) The miRNA is hsa-miR-27a-3p with sequence UUCACAGUGGCUAAGUUCCGC. The protein sequence of the target gene is MLCLCLYVPVIGEAQTEFQYFESKGLPAELKSIFKLSVFIPSQEFSTYRQWKQKIVQAGDKDLDGQLDFEEFVHYLQDHEKKLRLVFKSLDKKNDGRIDAQEIMQSLRDLGVKISEQQAEKILKSMDKNGTMTIDWNEWRDYHLLHPVENIPEIILYWKHSTIFDVGENLTVPDEFTVEERQTGMWWRHLVAGGGAGAVSRTCTAPLDRLKVLMQVHASRSNNMGIVGGFTQMIREGGARSLWRGNGINVLKIAPESAIKFMAYEQIKRLVGSDQETLRIHERLVAGSLAGAIAQSSIYP.... Result: 1 (interaction).